From a dataset of Forward reaction prediction with 1.9M reactions from USPTO patents (1976-2016). Predict the product of the given reaction. (1) Given the reactants [O:1]=[C:2]([NH:24][CH2:25][CH2:26][C:27]1[C:35]2[C:30](=[CH:31][CH:32]=[CH:33][CH:34]=2)[NH:29][C:28]=1[C:36]1[CH:41]=[CH:40][CH:39]=[CH:38][CH:37]=1)[C@@H:3]([NH:16][C:17]([C:19]1[S:20][CH:21]=[CH:22][CH:23]=1)=[O:18])[CH2:4][CH2:5][CH2:6][CH2:7][CH2:8][C:9]([O:11]C(C)(C)C)=[O:10], predict the reaction product. The product is: [O:1]=[C:2]([NH:24][CH2:25][CH2:26][C:27]1[C:35]2[C:30](=[CH:31][CH:32]=[CH:33][CH:34]=2)[NH:29][C:28]=1[C:36]1[CH:41]=[CH:40][CH:39]=[CH:38][CH:37]=1)[C@@H:3]([NH:16][C:17]([C:19]1[S:20][CH:21]=[CH:22][CH:23]=1)=[O:18])[CH2:4][CH2:5][CH2:6][CH2:7][CH2:8][C:9]([OH:11])=[O:10]. (2) Given the reactants Br[C:2]1[CH:3]=[C:4]2[CH2:10][C@:9]3([CH:15]4[CH2:16][CH2:17][N:12]([CH2:13][CH2:14]4)[CH2:11]3)[O:8][C:5]2=[N:6][CH:7]=1.[CH3:18][Si:19]([C:22]#[CH:23])([CH3:21])[CH3:20].C(N(CC)CC)C, predict the reaction product. The product is: [CH3:18][Si:19]([CH3:21])([CH3:20])[C:22]#[C:23][C:2]1[CH:3]=[C:4]2[CH2:10][C@:9]3([CH:15]4[CH2:16][CH2:17][N:12]([CH2:13][CH2:14]4)[CH2:11]3)[O:8][C:5]2=[N:6][CH:7]=1. (3) Given the reactants [Cl:1][C:2]1[S:3][C:4]([C:7]([OH:9])=O)=[CH:5][N:6]=1.[CH3:10][NH:11][CH3:12].CN(C(ON1N=NC2C=CC=NC1=2)=[N+](C)C)C.F[P-](F)(F)(F)(F)F.CCN(C(C)C)C(C)C, predict the reaction product. The product is: [Cl:1][C:2]1[S:3][C:4]([C:7]([N:11]([CH3:12])[CH3:10])=[O:9])=[CH:5][N:6]=1. (4) Given the reactants [F:1][C:2]1[CH:3]=[C:4]([C:8]2[C@:9]3([CH2:25][CH2:24][C@H:23]4[C@@H:14]([CH2:15][CH2:16][C:17]5[CH:18]=[C:19]([OH:26])[CH:20]=[CH:21][C:22]=54)[C@@H:11]3[CH2:12][CH:13]=2)[CH3:10])[CH:5]=[N:6][CH:7]=1.Br[CH2:28][CH2:29][CH2:30][OH:31].C(=O)([O-])[O-].[K+].[K+].[I-].[Na+], predict the reaction product. The product is: [F:1][C:2]1[CH:3]=[C:4]([C:8]2[C@:9]3([CH2:25][CH2:24][C@H:23]4[C@@H:14]([CH2:15][CH2:16][C:17]5[CH:18]=[C:19]([O:26][CH2:28][CH2:29][CH2:30][OH:31])[CH:20]=[CH:21][C:22]=54)[C@@H:11]3[CH2:12][CH:13]=2)[CH3:10])[CH:5]=[N:6][CH:7]=1. (5) Given the reactants [OH-:1].[K+].[NH2:3]O.Cl.[O:6]1[C:10]2[CH:11]=[CH:12][CH:13]=[CH:14][C:9]=2[N:8]=[C:7]1[N:15]([C:28]1[CH:33]=[CH:32][CH:31]=[CH:30][N:29]=1)[CH2:16][CH2:17][CH2:18][CH2:19][CH2:20][CH2:21][CH2:22][C:23](OCC)=[O:24], predict the reaction product. The product is: [NH2:3][OH:1].[O:6]1[C:10]2[CH:11]=[CH:12][CH:13]=[CH:14][C:9]=2[N:8]=[C:7]1[N:15]([C:28]1[CH:33]=[CH:32][CH:31]=[CH:30][N:29]=1)[CH2:16][CH2:17][CH2:18][CH2:19][CH2:20][CH2:21][CH2:22][C:23]([NH:3][OH:1])=[O:24]. (6) Given the reactants Cl[C:2]1[C:3]2[C:4](=[CH:14][N:15](CC3C=CC(OC)=CC=3)[N:16]=2)[N:5]=[C:6]([C:8]2[CH:13]=[CH:12][N:11]=[CH:10][CH:9]=2)[N:7]=1.[CH3:26][N:27]1[CH2:32][CH2:31][N:30]([C:33]2[CH:39]=[CH:38][C:36]([NH2:37])=[CH:35][CH:34]=2)[CH2:29][CH2:28]1.Cl, predict the reaction product. The product is: [CH3:26][N:27]1[CH2:28][CH2:29][N:30]([C:33]2[CH:39]=[CH:38][C:36]([NH:37][C:2]3[C:3]4[NH:16][N:15]=[CH:14][C:4]=4[N:5]=[C:6]([C:8]4[CH:9]=[CH:10][N:11]=[CH:12][CH:13]=4)[N:7]=3)=[CH:35][CH:34]=2)[CH2:31][CH2:32]1. (7) Given the reactants [Br:1][C:2]1[CH:7]=[C:6]([O:8][CH2:9][O:10][CH3:11])[CH:5]=[CH:4][C:3]=1[CH2:12][C:13](N(OC)C)=[O:14].[CH3:19][Mg]Br.[Cl-].[NH4+], predict the reaction product. The product is: [Br:1][C:2]1[CH:7]=[C:6]([O:8][CH2:9][O:10][CH3:11])[CH:5]=[CH:4][C:3]=1[CH2:12][C:13](=[O:14])[CH3:19]. (8) Given the reactants [NH:1]1[C:9]2[C:4](=[CH:5][CH:6]=[C:7]([C:10]3[S:11][CH:12]=[C:13]([C:15]([O:17][CH2:18][CH3:19])=[O:16])[N:14]=3)[CH:8]=2)[CH2:3][CH2:2]1.C([O-])([O-])=O.[K+].[K+].[S:26]1[C:30]2[CH:31]=[CH:32][CH:33]=[CH:34][C:29]=2[N:28]=[C:27]1[NH:35][C:36](=O)[O:37]C1C=CC([N+]([O-])=O)=CC=1, predict the reaction product. The product is: [S:26]1[C:30]2[CH:31]=[CH:32][CH:33]=[CH:34][C:29]=2[N:28]=[C:27]1[NH:35][C:36]([N:1]1[C:9]2[C:4](=[CH:5][CH:6]=[C:7]([C:10]3[S:11][CH:12]=[C:13]([C:15]([O:17][CH2:18][CH3:19])=[O:16])[N:14]=3)[CH:8]=2)[CH2:3][CH2:2]1)=[O:37]. (9) Given the reactants [CH2:1]([O:3][C:4]([C:6]1[O:7][C:8]2[C:13]([C:14](=[O:16])[CH:15]=1)=[CH:12][C:11]([O:17][CH3:18])=[CH:10][C:9]=2Br)=[O:5])[CH3:2].[CH2:20]([N:22]1[CH2:27][CH2:26][NH:25][CH2:24][CH2:23]1)[CH3:21], predict the reaction product. The product is: [CH2:1]([O:3][C:4]([C:6]1[O:7][C:8]2[C:13]([C:14](=[O:16])[CH:15]=1)=[CH:12][C:11]([O:17][CH3:18])=[CH:10][C:9]=2[N:25]1[CH2:26][CH2:27][N:22]([CH2:20][CH3:21])[CH2:23][CH2:24]1)=[O:5])[CH3:2].